From a dataset of Full USPTO retrosynthesis dataset with 1.9M reactions from patents (1976-2016). Predict the reactants needed to synthesize the given product. (1) Given the product [CH3:5][CH:4]([O:6][C:7]1[N:12]=[CH:11][C:10]([C:13]2[O:17][N:16]=[C:15]([C:18]3[CH:26]=[C:25]4[C:21]([C:22]([CH2:27][CH2:28][C:29]([OH:31])=[O:30])=[CH:23][NH:24]4)=[CH:20][CH:19]=3)[N:14]=2)=[CH:9][C:8]=1[C:34]([F:36])([F:37])[F:35])[CH3:3], predict the reactants needed to synthesize it. The reactants are: [OH-].[Na+].[CH3:3][CH:4]([O:6][C:7]1[N:12]=[CH:11][C:10]([C:13]2[O:17][N:16]=[C:15]([C:18]3[CH:26]=[C:25]4[C:21]([C:22]([CH2:27][CH2:28][C:29]([O:31]CC)=[O:30])=[CH:23][NH:24]4)=[CH:20][CH:19]=3)[N:14]=2)=[CH:9][C:8]=1[C:34]([F:37])([F:36])[F:35])[CH3:5].Cl. (2) Given the product [Cl:29][C:27]1[CH:15]=[CH:14][C:4]([CH2:3][NH:2][C:8]([C:6]2[C:5](=[O:13])[C:4]3[CH:14]=[C:15]([CH2:17][N:18]([CH2:19][CH:20]([C:30]4[O:32][CH:33]=[CH:34][CH:31]=4)[OH:21])[CH3:23])[O:16][C:3]=3[N:2]([CH3:1])[CH:7]=2)=[O:10])=[CH:5][CH:6]=1, predict the reactants needed to synthesize it. The reactants are: [CH3:1][N:2]1[CH:7]=[C:6]([C:8]([O:10]CC)=O)[C:5](=[O:13])[C:4]2[CH:14]=[C:15]([CH2:17][N:18]3[CH2:23]C[O:21][CH2:20][CH2:19]3)[O:16][C:3]1=2.C(O[C:27]([Cl:29])=O)C.[CH2:30]([O:32][CH2:33][CH3:34])[CH3:31]. (3) Given the product [CH3:11][N:12]1[CH2:13][CH2:14][N:15]([C:18]2[CH:33]=[CH:32][C:21]([O:22][CH2:23][C:24]3[CH:31]=[CH:30][C:27]([CH:28]=[O:29])=[CH:26][CH:25]=3)=[CH:20][CH:19]=2)[CH2:16][CH2:17]1, predict the reactants needed to synthesize it. The reactants are: CS(C)=O.C(Cl)(=O)C(Cl)=O.[CH3:11][N:12]1[CH2:17][CH2:16][N:15]([C:18]2[CH:33]=[CH:32][C:21]([O:22][CH2:23][C:24]3[CH:31]=[CH:30][C:27]([CH2:28][OH:29])=[CH:26][CH:25]=3)=[CH:20][CH:19]=2)[CH2:14][CH2:13]1.C(N(CC)CC)C. (4) Given the product [CH:48]1([NH:54][C:3]([C:4]2[CH:22]=[C:21]([C:12]3[CH:13]=[C:14]([C:17]([F:20])([F:19])[F:18])[CH:15]=[CH:16][C:11]=3[C:10]([F:26])([F:25])[F:9])[N:32]([CH2:31][CH:29]3[CH2:30][C:28]3([CH3:33])[CH3:27])[C:5]=2[CH3:6])=[O:2])[CH2:53][CH2:52][CH2:51][CH2:50][CH2:49]1, predict the reactants needed to synthesize it. The reactants are: C[O:2][C:3](=O)[CH2:4][C:5](=O)[CH3:6].[F:9][C:10]([F:26])([F:25])[C:11]1[CH:16]=[CH:15][C:14]([C:17]([F:20])([F:19])[F:18])=[CH:13][C:12]=1[C:21](=O)[CH2:22]Br.[CH3:27][C:28]1([CH3:33])[CH2:30][CH:29]1[CH2:31][NH2:32].CC1(C)CC1C(N)=O.[H-].[H-].[H-].[H-].[Li+].[Al+3].[CH:48]1([NH2:54])[CH2:53][CH2:52][CH2:51][CH2:50][CH2:49]1.